Dataset: Reaction yield outcomes from USPTO patents with 853,638 reactions. Task: Predict the reaction yield, written as a fraction of the theoretical maximum amount of product (1.0 means a 100% yield; for example, 0.34 means a 34% yield). (1) The reactants are [CH3:1][N:2]([CH3:53])[CH2:3][CH2:4][S:5]([NH:8][C:9]1[CH:14]=[C:13]([C:15]2[C:23]3[C:22]([NH:24][C@H:25]([C:27]4[N:32]([C:33]5[CH:38]=[CH:37][CH:36]=[CH:35][CH:34]=5)[C:31](=[O:39])[C:30]5=[C:40]([CH3:43])[CH:41]=[CH:42][N:29]5[N:28]=4)[CH3:26])=[N:21][CH:20]=[N:19][C:18]=3[N:17](COCC[Si](C)(C)C)[CH:16]=2)[CH:12]=[C:11]([OH:52])[CH:10]=1)(=[O:7])=[O:6].FC(F)(F)C(O)=O.N. The yield is 0.520. The product is [CH3:53][N:2]([CH3:1])[CH2:3][CH2:4][S:5]([NH:8][C:9]1[CH:14]=[C:13]([C:15]2[C:23]3[C:22]([NH:24][C@H:25]([C:27]4[N:32]([C:33]5[CH:38]=[CH:37][CH:36]=[CH:35][CH:34]=5)[C:31](=[O:39])[C:30]5=[C:40]([CH3:43])[CH:41]=[CH:42][N:29]5[N:28]=4)[CH3:26])=[N:21][CH:20]=[N:19][C:18]=3[NH:17][CH:16]=2)[CH:12]=[C:11]([OH:52])[CH:10]=1)(=[O:6])=[O:7]. No catalyst specified. (2) The reactants are [C:9](O[C:9]([O:11][C:12]([CH3:15])([CH3:14])[CH3:13])=[O:10])([O:11][C:12]([CH3:15])([CH3:14])[CH3:13])=[O:10].[NH:16]1[CH2:24][CH2:23][CH2:22][CH:18]([C:19]([OH:21])=[O:20])[CH2:17]1.C(=O)(O)[O-].[Na+].Cl. The catalyst is ClCCl. The product is [C:12]([O:11][C:9]([N:16]1[CH2:24][CH2:23][CH2:22][CH:18]([C:19]([OH:21])=[O:20])[CH2:17]1)=[O:10])([CH3:13])([CH3:14])[CH3:15]. The yield is 0.460.